Dataset: hERG Central: cardiac toxicity at 1µM, 10µM, and general inhibition. Task: Predict hERG channel inhibition at various concentrations. (1) Results: hERG_inhib (hERG inhibition (general)): blocker. The drug is O=C(COc1ccccc1[N+](=O)[O-])N(Cc1cccc(Br)c1)C1CCS(=O)(=O)C1. (2) The drug is COc1ccc(CN2CCC(CO)(Cc3cccc(C(F)(F)F)c3)CC2)cc1Cn1cccn1. Results: hERG_inhib (hERG inhibition (general)): blocker. (3) The drug is Cc1cc2oc(=O)cc(C)c2c(=O)o1. Results: hERG_inhib (hERG inhibition (general)): blocker. (4) The drug is CCCCCCN=C(CC)c1c(O)n(CCCC)c(=O)[nH]c1=O. Results: hERG_inhib (hERG inhibition (general)): blocker. (5) The molecule is CN(C)CCCN(C(=O)c1ccc(S(=O)(=O)N2CCCCCC2)cc1)c1nc2ccc(F)cc2s1.Cl. Results: hERG_inhib (hERG inhibition (general)): blocker. (6) The compound is CCOc1ccc(C(=O)NC(C(=O)NCCc2ccc(OC(F)F)cc2)C(C)C)cc1. Results: hERG_inhib (hERG inhibition (general)): blocker. (7) The compound is CCCC(C)C1(CC)C(=O)NC(=O)N=C1N. Results: hERG_inhib (hERG inhibition (general)): blocker. (8) The compound is CCOC(=O)c1ccc(NC(=S)N(CCCN2CCCC(C)C2)Cc2cccs2)cc1. Results: hERG_inhib (hERG inhibition (general)): blocker. (9) The compound is Cc1cc(-c2nn(-c3ccccc3F)cc2CNCCc2cnccn2)c(C)s1. Results: hERG_inhib (hERG inhibition (general)): blocker.